From a dataset of TCR-epitope binding with 47,182 pairs between 192 epitopes and 23,139 TCRs. Binary Classification. Given a T-cell receptor sequence (or CDR3 region) and an epitope sequence, predict whether binding occurs between them. (1) The epitope is KLWAQCVQL. The TCR CDR3 sequence is CASSLGAITFSETQYF. Result: 1 (the TCR binds to the epitope). (2) The epitope is SEISMDNSPNL. The TCR CDR3 sequence is CASSDPDLLISTDTQYF. Result: 0 (the TCR does not bind to the epitope). (3) The epitope is GTITSGWTF. The TCR CDR3 sequence is CASSLFEGPGEKLFF. Result: 0 (the TCR does not bind to the epitope). (4) The epitope is LVLSVNPYV. Result: 0 (the TCR does not bind to the epitope). The TCR CDR3 sequence is CASSRGQGSGQPQHF. (5) The epitope is AVFDRKSDAK. The TCR CDR3 sequence is CATSDSGTGGTGELFF. Result: 1 (the TCR binds to the epitope). (6) The epitope is VVYRGTTTY. The TCR CDR3 sequence is CASSQDRAGDHSYNEQFF. Result: 1 (the TCR binds to the epitope). (7) The epitope is RPHERNGFTVL. Result: 0 (the TCR does not bind to the epitope). The TCR CDR3 sequence is CASSPGTARPQHF.